The task is: Regression. Given a peptide amino acid sequence and an MHC pseudo amino acid sequence, predict their binding affinity value. This is MHC class I binding data.. This data is from Peptide-MHC class I binding affinity with 185,985 pairs from IEDB/IMGT. (1) The peptide sequence is QLSLKMLSL. The MHC is HLA-B35:01 with pseudo-sequence HLA-B35:01. The binding affinity (normalized) is 0.0847. (2) The peptide sequence is QENEIYTYF. The MHC is HLA-A02:06 with pseudo-sequence HLA-A02:06. The binding affinity (normalized) is 0.0847. (3) The peptide sequence is AVSKNRRQL. The MHC is HLA-C14:02 with pseudo-sequence HLA-C14:02. The binding affinity (normalized) is 0.242. (4) The peptide sequence is KYIHCFRKPH. The MHC is HLA-A11:01 with pseudo-sequence HLA-A11:01. The binding affinity (normalized) is 0. (5) The peptide sequence is FPFKYAAAF. The MHC is HLA-B35:01 with pseudo-sequence HLA-B35:01. The binding affinity (normalized) is 0.942. (6) The peptide sequence is ILTYNKTSK. The MHC is HLA-A03:01 with pseudo-sequence HLA-A03:01. The binding affinity (normalized) is 0.595. (7) The peptide sequence is NFWLNTLLF. The MHC is HLA-B08:02 with pseudo-sequence HLA-B08:02. The binding affinity (normalized) is 0.0847.